This data is from Forward reaction prediction with 1.9M reactions from USPTO patents (1976-2016). The task is: Predict the product of the given reaction. (1) Given the reactants [NH:1]1[C:5]2[CH:6]=[CH:7][CH:8]=[CH:9][C:4]=2[NH:3][C:2]1=[C:10]([C:20]([C:22]1[CH:27]=[CH:26][CH:25]=[C:24]([CH:28]([OH:33])[CH2:29][C:30](=[O:32])[CH3:31])[CH:23]=1)=[O:21])[C:11]([C:13]1[CH:18]=[CH:17][CH:16]=[C:15]([F:19])[CH:14]=1)=[O:12].[BH4-].[Na+], predict the reaction product. The product is: [NH:1]1[C:5]2[CH:6]=[CH:7][CH:8]=[CH:9][C:4]=2[NH:3][C:2]1=[C:10]([C:11]([C:13]1[CH:18]=[CH:17][CH:16]=[C:15]([F:19])[CH:14]=1)=[O:12])[C:20]([C:22]1[CH:27]=[CH:26][CH:25]=[C:24]([CH:28]([OH:33])[CH2:29][CH:30]([OH:32])[CH3:31])[CH:23]=1)=[O:21]. (2) The product is: [CH3:38][C:35]1[CH:36]=[CH:37][C:31]2[O:30][C:29]([NH:28][C:25]3[CH:26]=[CH:27][C:22]([C:19]4[CH:20]=[CH:21][C:16]([C:14]([C@@H:9]5[CH2:10][CH2:11][CH2:12][CH2:13][C@H:8]5[C:6]([OH:7])=[O:5])=[O:15])=[CH:17][CH:18]=4)=[CH:23][CH:24]=3)=[N:33][C:32]=2[CH:34]=1. Given the reactants C[Si](C)(C)CC[O:5][C:6]([C@@H:8]1[CH2:13][CH2:12][CH2:11][CH2:10][C@H:9]1[C:14]([C:16]1[CH:21]=[CH:20][C:19]([C:22]2[CH:27]=[CH:26][C:25]([NH:28][C:29]3[O:30][C:31]4[CH:37]=[CH:36][C:35]([CH3:38])=[CH:34][C:32]=4[N:33]=3)=[CH:24][CH:23]=2)=[CH:18][CH:17]=1)=[O:15])=[O:7].[F-].C([N+](CCCC)(CCCC)CCCC)CCC.[NH4+].[Cl-], predict the reaction product. (3) The product is: [OH:9][C:1]1[CH:2]=[C:3]([OH:5])[N:15]=[C:13]([CH2:12][C:16]([NH2:18])=[O:17])[N:14]=1. Given the reactants [C:1]([O:9]CC)(=O)[CH2:2][C:3]([O:5]CC)=O.[CH2:12]([C:16]([NH2:18])=[O:17])[C:13]([NH2:15])=[NH:14].Cl.[O-]CC.[Na+], predict the reaction product. (4) Given the reactants [C:1]([C:3]1[CH:22]=[CH:21][C:6]([CH2:7][NH:8][C:9](=[O:20])[CH:10]([C:13]2[CH:18]=[CH:17][C:16]([OH:19])=[CH:15][CH:14]=2)[O:11][CH3:12])=[CH:5][CH:4]=1)#[N:2].[CH2:23](I)[CH3:24].C(=O)([O-])[O-].[Cs+].[Cs+], predict the reaction product. The product is: [C:1]([C:3]1[CH:4]=[CH:5][C:6]([CH2:7][NH:8][C:9](=[O:20])[CH:10]([C:13]2[CH:18]=[CH:17][C:16]([O:19][CH2:23][CH3:24])=[CH:15][CH:14]=2)[O:11][CH3:12])=[CH:21][CH:22]=1)#[N:2]. (5) Given the reactants [C:1]([Si:5]([CH3:17])([CH3:16])[O:6][CH:7]1[CH2:14][CH2:13][CH2:12][CH:11]([OH:15])[CH2:10][CH2:9][CH2:8]1)([CH3:4])([CH3:3])[CH3:2].C[N+]1([O-])CCOCC1, predict the reaction product. The product is: [C:1]([Si:5]([CH3:17])([CH3:16])[O:6][CH:7]1[CH2:14][CH2:13][CH2:12][C:11](=[O:15])[CH2:10][CH2:9][CH2:8]1)([CH3:4])([CH3:3])[CH3:2]. (6) Given the reactants [C:1]([C:3]1[CH:4]=[N:5][CH:6]=[C:7]([F:10])[C:8]=1[CH3:9])#[CH:2].Br[C:12]1[C:13]([CH:19]=[O:20])=[CH:14][C:15]([Cl:18])=[N:16][CH:17]=1.C(N(CC)C(C)C)(C)C, predict the reaction product. The product is: [Cl:18][C:15]1[CH:14]=[C:13]([C:12]([C:2]#[C:1][C:3]2[CH:4]=[N:5][CH:6]=[C:7]([F:10])[C:8]=2[CH3:9])=[CH:17][N:16]=1)[CH:19]=[O:20]. (7) Given the reactants [OH:1][C:2]1[N:6]([CH3:7])[N:5]=[C:4]([CH3:8])[CH:3]=1.[Cl:9][C:10]1[CH:18]=[CH:17][C:13]([C:14](O)=[O:15])=[C:12]([CH3:19])[C:11]=1[S:20]([CH2:22][CH3:23])=[O:21].Cl.CN(C)CCCN=C=NCC.Cl.C(N(CC)CC)C.[C-]#N.[K+].C(=O)(O)[O-].[Na+], predict the reaction product. The product is: [Cl:9][C:10]1[CH:18]=[CH:17][C:13]([C:14]([C:3]2[C:4]([CH3:8])=[N:5][N:6]([CH3:7])[C:2]=2[OH:1])=[O:15])=[C:12]([CH3:19])[C:11]=1[S:20]([CH2:22][CH3:23])=[O:21].